The task is: Predict the reactants needed to synthesize the given product.. This data is from Full USPTO retrosynthesis dataset with 1.9M reactions from patents (1976-2016). (1) Given the product [Br:1][C:2]1[CH:3]=[C:4]([CH:9]=[C:10]([CH2:12][N:13]([CH3:15])[CH3:14])[CH:11]=1)[C:5]([OH:7])=[O:6], predict the reactants needed to synthesize it. The reactants are: [Br:1][C:2]1[CH:3]=[C:4]([CH:9]=[C:10]([CH2:12][N:13]([CH3:15])[CH3:14])[CH:11]=1)[C:5]([O:7]C)=[O:6].O.[OH-].[Li+]. (2) Given the product [CH3:1][O:2][C:3](=[O:61])[NH:4][CH:5]([C:9]([N:11]1[CH2:15][CH2:14][CH2:13][CH:12]1[C:16]1[NH:17][C:18]([C:21]2[CH:30]=[CH:29][C:28]3[C:23](=[CH:24][CH:25]=[C:26]([C:31]4[CH:32]=[CH:33][C:34]([C:37]5[NH:38][C:39]([C@H:42]6[CH2:46][CH2:45][CH2:44][N:43]6[C:47](=[O:60])[CH:48]([NH:55][C:56]([O:58][CH3:59])=[O:57])[C:49]6[CH:54]=[CH:53][CH:52]=[CH:51][CH:50]=6)=[N:40][CH:41]=5)=[CH:35][CH:36]=4)[CH:27]=3)[CH:22]=2)=[CH:19][N:20]=1)=[O:10])[CH:6]([CH3:8])[CH3:7], predict the reactants needed to synthesize it. The reactants are: [CH3:1][O:2][C:3](=[O:61])[NH:4][CH:5]([C:9]([N:11]1[CH2:15][CH2:14][CH2:13][CH:12]1[C:16]1[NH:17][C:18]([C:21]2[CH:30]=[CH:29][C:28]3[C:23](=[CH:24][CH:25]=[C:26]([C:31]4[CH:36]=[CH:35][C:34]([C:37]5[NH:38][C:39]([C@@H:42]6[CH2:46][CH2:45][CH2:44][N:43]6[C:47](=[O:60])[CH:48]([NH:55][C:56]([O:58][CH3:59])=[O:57])[C:49]6[CH:54]=[CH:53][CH:52]=[CH:51][CH:50]=6)=[N:40][CH:41]=5)=[CH:33][CH:32]=4)[CH:27]=3)[CH:22]=2)=[CH:19][N:20]=1)=[O:10])[CH:6]([CH3:8])[CH3:7].COC(N[C@H](C1C=CC=CC=1)C(O)=O)=O. (3) The reactants are: [C:1]([OH:5])(=O)CC.C1(P(N=[N+]=[N-])(C2C=CC=CC=2)=O)C=CC=CC=1.[CH2:23]([N:25](CC)CC)C.[CH2:30]([O:32][C:33]([C:35]1[C:39]([CH3:40])=[CH:38][S:37][C:36]=1[NH2:41])=[O:34])[CH3:31]. Given the product [CH2:30]([O:32][C:33]([C:35]1[C:39]([CH3:40])=[CH:38][S:37][C:36]=1[NH:41][C:1]([NH:25][CH3:23])=[O:5])=[O:34])[CH3:31], predict the reactants needed to synthesize it. (4) Given the product [CH2:16]([N:4]1[C:5](=[O:6])[CH2:7][S:1][C:2]1=[S:3])[C:15]([C:18]1[CH:23]=[CH:22][CH:21]=[CH:20][CH:19]=1)=[O:17], predict the reactants needed to synthesize it. The reactants are: [S:1]1[CH2:7][C:5](=[O:6])[NH:4][C:2]1=[S:3].C([O-])([O-])=O.[K+].[K+].[Br-].[C:15]([C:18]1[CH:23]=[CH:22][CH:21]=[CH:20][CH:19]=1)(=[O:17])[CH3:16]. (5) Given the product [N:25]1([NH:24][C:21]([C:18]2[CH:17]=[CH:16][C:15]([O:14][CH2:13][C:3]3[C:4]([C:7]4[CH:12]=[CH:11][CH:10]=[CH:9][N:8]=4)=[N:5][O:6][C:2]=3[CH3:1])=[CH:20][N:19]=2)=[O:23])[CH2:30][CH2:29][O:28][CH2:27][CH2:26]1, predict the reactants needed to synthesize it. The reactants are: [CH3:1][C:2]1[O:6][N:5]=[C:4]([C:7]2[CH:12]=[CH:11][CH:10]=[CH:9][N:8]=2)[C:3]=1[CH2:13][O:14][C:15]1[CH:16]=[CH:17][C:18]([C:21]([OH:23])=O)=[N:19][CH:20]=1.[NH2:24][N:25]1[CH2:30][CH2:29][O:28][CH2:27][CH2:26]1. (6) Given the product [CH2:11]1[CH:10]2[CH:6]([CH2:4][OH:3])[CH2:7][CH2:8][N:9]2[CH2:14][CH2:13][O:12]1, predict the reactants needed to synthesize it. The reactants are: C([O:3][C:4]([CH:6]1[CH:10]2[CH2:11][O:12][CH2:13][C:14](=O)[N:9]2[CH2:8][CH2:7]1)=O)C.[H-].[H-].[H-].[H-].[Li+].[Al+3].O.[OH-].[Na+].